This data is from Forward reaction prediction with 1.9M reactions from USPTO patents (1976-2016). The task is: Predict the product of the given reaction. (1) Given the reactants [CH2:1]([C:4]1[CH:9]=[CH:8][C:7]([S:10]([NH2:13])(=[O:12])=[O:11])=[CH:6][CH:5]=1)C=C.CNS([C:19]1[CH:24]=[CH:23][CH:22]=[CH:21][CH:20]=1)(=O)=O.C1(P(C2C=CC=CC=2)C2C=CC=CC=2)C=CC=CC=1.[C:44]([O:47][CH2:48][CH:49]=[CH2:50])(=[O:46])C.[Cl:51]CCl, predict the reaction product. The product is: [CH:24]1[C:19]([C:44]([O:47][OH:11])=[O:46])=[CH:20][CH:21]=[CH:22][CH:23]=1.[Cl:51][C:4]1[CH:5]=[CH:6][CH:7]=[CH:8][CH:9]=1.[O:47]1[CH2:48][CH:49]1[CH2:50][C:6]1[CH:5]=[C:4]([CH3:1])[CH:9]=[CH:8][C:7]=1[S:10]([NH2:13])(=[O:11])=[O:12]. (2) Given the reactants [CH3:1][C:2]1[O:6][N:5]=[C:4]([CH3:7])[C:3]=1[C:8]1[CH:20]=[N:19][C:18]2[C:17]3[CH:16]=[CH:15][C:14]([C:21]([O:23][CH3:24])=[O:22])=[CH:13][C:12]=3[NH:11][C:10]=2[CH:9]=1.CS(O[C@@H:30]([C:37]1[CH:42]=[CH:41][C:40]([F:43])=[CH:39][CH:38]=1)[CH:31]1[CH2:36][CH2:35][O:34][CH2:33][CH2:32]1)(=O)=O.C(O)(C(F)(F)F)=O, predict the reaction product. The product is: [CH3:1][C:2]1[O:6][N:5]=[C:4]([CH3:7])[C:3]=1[C:8]1[CH:20]=[N:19][C:18]2[C:17]3[CH:16]=[CH:15][C:14]([C:21]([O:23][CH3:24])=[O:22])=[CH:13][C:12]=3[N:11]([C@H:30]([C:37]3[CH:38]=[CH:39][C:40]([F:43])=[CH:41][CH:42]=3)[CH:31]3[CH2:36][CH2:35][O:34][CH2:33][CH2:32]3)[C:10]=2[CH:9]=1. (3) Given the reactants [CH2:1]([O:3][C:4]([CH:6]1[CH2:11][CH2:10][CH:9]([N:12]2[CH2:15][CH:14]([NH:16][C:17](=[O:40])[CH2:18][NH:19][C:20]3[C:28]4[C:23](=[CH:24][CH:25]=[C:26]([C:29]([F:32])([F:31])[F:30])[CH:27]=4)[N:22]([C:33](=[O:39])[NH:34]C(C)(C)C)[N:21]=3)[CH2:13]2)[CH2:8][CH2:7]1)=[O:5])[CH3:2].C(O)(C(F)(F)F)=O, predict the reaction product. The product is: [CH2:1]([O:3][C:4]([CH:6]1[CH2:7][CH2:8][CH:9]([N:12]2[CH2:15][CH:14]([NH:16][C:17](=[O:40])[CH2:18][NH:19][C:20]3[C:28]4[C:23](=[CH:24][CH:25]=[C:26]([C:29]([F:31])([F:32])[F:30])[CH:27]=4)[N:22]([C:33](=[O:39])[NH2:34])[N:21]=3)[CH2:13]2)[CH2:10][CH2:11]1)=[O:5])[CH3:2].